Dataset: Peptide-MHC class II binding affinity with 134,281 pairs from IEDB. Task: Regression. Given a peptide amino acid sequence and an MHC pseudo amino acid sequence, predict their binding affinity value. This is MHC class II binding data. (1) The peptide sequence is SQLAKRSEILRTLGF. The MHC is DRB1_0101 with pseudo-sequence DRB1_0101. The binding affinity (normalized) is 0.421. (2) The peptide sequence is PVIVADDLTAAINKG. The MHC is DRB1_0701 with pseudo-sequence DRB1_0701. The binding affinity (normalized) is 0. (3) The peptide sequence is EERVERIKSEYMTSW. The MHC is DRB1_1101 with pseudo-sequence DRB1_1101. The binding affinity (normalized) is 0.406. (4) The peptide sequence is ELNNALQNLARTISE. The MHC is DRB1_0802 with pseudo-sequence DRB1_0802. The binding affinity (normalized) is 0.685. (5) The MHC is DRB1_1101 with pseudo-sequence DRB1_1101. The binding affinity (normalized) is 0.654. The peptide sequence is KLVLNIKYTRPGDSL. (6) The peptide sequence is EKKYFAATNFEPLAA. The MHC is HLA-DPA10201-DPB10101 with pseudo-sequence HLA-DPA10201-DPB10101. The binding affinity (normalized) is 0.874. (7) The peptide sequence is ELQHIILNASYITPY. The MHC is DRB1_0404 with pseudo-sequence DRB1_0404. The binding affinity (normalized) is 0.972. (8) The peptide sequence is KYMVIQGEPGAVIRG. The MHC is HLA-DPA10201-DPB10101 with pseudo-sequence HLA-DPA10201-DPB10101. The binding affinity (normalized) is 0.547.